From a dataset of Peptide-MHC class I binding affinity with 185,985 pairs from IEDB/IMGT. Regression. Given a peptide amino acid sequence and an MHC pseudo amino acid sequence, predict their binding affinity value. This is MHC class I binding data. (1) The peptide sequence is HYDAPVFPI. The MHC is HLA-A02:03 with pseudo-sequence HLA-A02:03. The binding affinity (normalized) is 0.0847. (2) The peptide sequence is SLGDPLHQA. The MHC is HLA-B15:17 with pseudo-sequence HLA-B15:17. The binding affinity (normalized) is 0.0847. (3) The peptide sequence is GLIEEMASA. The MHC is HLA-A31:01 with pseudo-sequence HLA-A31:01. The binding affinity (normalized) is 0.0847. (4) The binding affinity (normalized) is 0.0847. The MHC is HLA-B46:01 with pseudo-sequence HLA-B46:01. The peptide sequence is VTTEVAFGL. (5) The peptide sequence is CTFMIITSTK. The MHC is HLA-A68:02 with pseudo-sequence HLA-A68:02. The binding affinity (normalized) is 0.0263.